Dataset: Forward reaction prediction with 1.9M reactions from USPTO patents (1976-2016). Task: Predict the product of the given reaction. (1) Given the reactants [C:9](O[C:9]([O:11][C:12]([CH3:15])([CH3:14])[CH3:13])=[O:10])([O:11][C:12]([CH3:15])([CH3:14])[CH3:13])=[O:10].C[N:17]([CH3:21])[CH2:18][CH2:19][NH2:20].[CH2:22](Cl)Cl, predict the reaction product. The product is: [CH3:21][N:17]([CH2:18][CH2:19][NH:20][CH3:22])[C:9](=[O:10])[O:11][C:12]([CH3:13])([CH3:14])[CH3:15]. (2) The product is: [N+:45](=[C:25]([C:11]1[CH:12]=[CH:13][C:14]([C:15]2[CH:20]=[CH:19][C:18]([C:21]([F:22])([F:24])[F:23])=[CH:17][CH:16]=2)=[C:9]([C:6]2[CH:5]=[CH:4][C:3]([C:2]([F:30])([F:31])[F:1])=[CH:8][CH:7]=2)[CH:10]=1)[C:26]([O:28][CH3:29])=[O:27])=[N-:46]. Given the reactants [F:1][C:2]([F:31])([F:30])[C:3]1[CH:8]=[CH:7][C:6]([C:9]2[CH:10]=[C:11]([CH2:25][C:26]([O:28][CH3:29])=[O:27])[CH:12]=[CH:13][C:14]=2[C:15]2[CH:20]=[CH:19][C:18]([C:21]([F:24])([F:23])[F:22])=[CH:17][CH:16]=2)=[CH:5][CH:4]=1.C(NC1C=CC(S([N:45]=[N+:46]=[N-])(=O)=O)=CC=1)(=O)C.N12CCCN=C1CCCCC2, predict the reaction product. (3) Given the reactants [C:1]1([C:6]2[CH:7]=[CH:8][C:9]([C:12]([OH:14])=[O:13])=[N:10][CH:11]=2)[CH2:5][CH2:4][CH2:3][CH:2]=1, predict the reaction product. The product is: [CH:1]1([C:6]2[CH:7]=[CH:8][C:9]([C:12]([OH:14])=[O:13])=[N:10][CH:11]=2)[CH2:2][CH2:3][CH2:4][CH2:5]1. (4) Given the reactants [NH2:1][C:2]1[CH:6]=[C:5](Br)[S:4][C:3]=1[C:8]([NH2:10])=[O:9].C[C:12]1[CH:13]=[CH:14][C:15](S(O)(=O)=O)=[CH:16][CH:17]=1.C1(=O)CCCCC1.C([O-])(O)=O.[Na+].CC1(C)C(C)(C)OB([C:42]2[CH:43]=[N:44][NH:45][CH:46]=2)O1.C(=O)([O-])[O-].[Na+].[Na+], predict the reaction product. The product is: [NH:44]1[CH:43]=[C:42]([C:5]2[S:4][C:3]3[C:8](=[O:9])[NH:10][C:17]4([CH2:12][CH2:13][CH2:14][CH2:15][CH2:16]4)[NH:1][C:2]=3[CH:6]=2)[CH:46]=[N:45]1. (5) Given the reactants C(O)(=O)C.[CH:5]([NH2:7])=[NH:6].N[C:9]1[CH:17]=[CH:16][C:15]([O:18][CH3:19])=[CH:14][C:10]=1[C:11](O)=[O:12], predict the reaction product. The product is: [CH3:19][O:18][C:15]1[CH:14]=[C:10]2[C:9](=[CH:17][CH:16]=1)[N:7]=[CH:5][NH:6][C:11]2=[O:12].